From a dataset of Full USPTO retrosynthesis dataset with 1.9M reactions from patents (1976-2016). Predict the reactants needed to synthesize the given product. (1) Given the product [F:21][C@@H:19]1[CH2:20][N:16]([C:14](=[O:15])[CH2:13][NH:12][C:7]23[CH2:10][CH2:11][C:4]([C:1]([NH:27][CH2:24][CH:25]=[CH2:26])=[O:2])([CH2:9][CH2:8]2)[CH2:5][CH2:6]3)[C@H:17]([C:22]#[N:23])[CH2:18]1, predict the reactants needed to synthesize it. The reactants are: [C:1]([C:4]12[CH2:11][CH2:10][C:7]([NH:12][CH2:13][C:14]([N:16]3[CH2:20][C@@H:19]([F:21])[CH2:18][C@H:17]3[C:22]#[N:23])=[O:15])([CH2:8][CH2:9]1)[CH2:6][CH2:5]2)(O)=[O:2].[CH2:24]([NH2:27])[CH:25]=[CH2:26]. (2) The reactants are: [CH:1]1[C:6]([OH:7])=[CH:5][CH:4]=[C:3]([CH3:8])[CH:2]=1.C([O-])([O-])=O.[Cs+].[Cs+].[CH3:15][N:16]1[C:21](=O)[N:20]([CH3:23])[CH2:19][CH2:18]C1. Given the product [CH2:19]([N:20]1[CH:23]=[CH:15][N:16]=[C:21]1[O:7][C:6]1[CH:5]=[CH:4][C:3]([CH3:8])=[CH:2][CH:1]=1)[CH3:18], predict the reactants needed to synthesize it. (3) Given the product [CH2:21]([O:20][C:18]([N:1]1[CH2:4][CH2:3][C@H:2]1[C:5]([OH:7])=[O:6])=[O:19])[C:22]1[CH:27]=[CH:26][CH:25]=[CH:24][CH:23]=1, predict the reactants needed to synthesize it. The reactants are: [NH:1]1[CH2:4][CH2:3][C@H:2]1[C:5]([OH:7])=[O:6].CCN(C(C)C)C(C)C.Cl[C:18]([O:20][CH2:21][C:22]1[CH:27]=[CH:26][CH:25]=[CH:24][CH:23]=1)=[O:19].